From a dataset of Peptide-MHC class I binding affinity with 185,985 pairs from IEDB/IMGT. Regression. Given a peptide amino acid sequence and an MHC pseudo amino acid sequence, predict their binding affinity value. This is MHC class I binding data. (1) The peptide sequence is YNLSLSAAV. The MHC is HLA-A68:02 with pseudo-sequence HLA-A68:02. The binding affinity (normalized) is 0. (2) The peptide sequence is FLDGVNLVA. The MHC is HLA-A01:01 with pseudo-sequence HLA-A01:01. The binding affinity (normalized) is 0.789. (3) The peptide sequence is LHYEGGAAL. The MHC is HLA-A02:01 with pseudo-sequence HLA-A02:01. The binding affinity (normalized) is 0.0741.